This data is from Full USPTO retrosynthesis dataset with 1.9M reactions from patents (1976-2016). The task is: Predict the reactants needed to synthesize the given product. Given the product [F:22][C:19]1[CH:20]=[CH:21][C:16]([C:13]2[C:12]([C:23]3[CH:24]=[CH:25][C:26](=[O:36])[N:27]([C:29]4[CH:34]=[CH:33][CH:32]=[CH:31][C:30]=4[CH3:35])[N:28]=3)=[C:11]3[NH:10][CH2:9][C:3]4([CH2:8][CH2:7][CH2:6][CH2:5][CH2:4]4)[CH2:2][N:15]3[N:14]=2)=[CH:17][CH:18]=1, predict the reactants needed to synthesize it. The reactants are: Br[CH2:2][C:3]1([CH2:9][NH:10][C:11]2[NH:15][N:14]=[C:13]([C:16]3[CH:21]=[CH:20][C:19]([F:22])=[CH:18][CH:17]=3)[C:12]=2[C:23]2[CH:24]=[CH:25][C:26](=[O:36])[N:27]([C:29]3[CH:34]=[CH:33][CH:32]=[CH:31][C:30]=3[CH3:35])[N:28]=2)[CH2:8][CH2:7][CH2:6][CH2:5][CH2:4]1.C([O-])([O-])=O.[K+].[K+].O.